This data is from Full USPTO retrosynthesis dataset with 1.9M reactions from patents (1976-2016). The task is: Predict the reactants needed to synthesize the given product. (1) The reactants are: Br[C:2]1[CH:3]=[N:4][CH:5]=[C:6]2[C:11]=1[N:10]=[C:9]([C:12]([NH:14][CH:15]([C:17]([OH:20])([CH3:19])[CH3:18])[CH3:16])=[O:13])[CH:8]=[CH:7]2.[F:21][C:22]([F:35])([F:34])[CH2:23][O:24][C:25]1[CH:30]=[CH:29][C:28](B(O)O)=[CH:27][CH:26]=1. Given the product [OH:20][C:17]([CH3:19])([CH3:18])[CH:15]([NH:14][C:12]([C:9]1[CH:8]=[CH:7][C:6]2[C:11](=[C:2]([C:28]3[CH:27]=[CH:26][C:25]([O:24][CH2:23][C:22]([F:21])([F:34])[F:35])=[CH:30][CH:29]=3)[CH:3]=[N:4][CH:5]=2)[N:10]=1)=[O:13])[CH3:16], predict the reactants needed to synthesize it. (2) Given the product [F:1][CH2:2][C@H:3]1[CH2:8][CH2:7][C@H:6]([CH2:9][OH:10])[CH2:5][CH2:4]1, predict the reactants needed to synthesize it. The reactants are: [F:1][CH2:2][C@H:3]1[CH2:8][CH2:7][C@H:6]([C:9](OC)=[O:10])[CH2:5][CH2:4]1.[H-].[H-].[H-].[H-].[Li+].[Al+3]. (3) Given the product [CH2:26]([O:25][C:23](=[O:24])[CH2:22][CH2:21][CH2:20][CH2:19][CH2:18][CH2:17][N:9]([C:7]1[S:6][N:5]=[C:4]([CH3:3])[N:8]=1)[C:10]1[CH:15]=[CH:14][CH:13]=[CH:12][N:11]=1)[CH3:27], predict the reactants needed to synthesize it. The reactants are: [H-].[Na+].[CH3:3][C:4]1[N:8]=[C:7]([NH:9][C:10]2[CH:15]=[CH:14][CH:13]=[CH:12][N:11]=2)[S:6][N:5]=1.I[CH2:17][CH2:18][CH2:19][CH2:20][CH2:21][CH2:22][C:23]([O:25][CH2:26][CH3:27])=[O:24]. (4) Given the product [Cl:17][C:18]1[C:23]([CH:24]=[O:25])=[C:22]([S:26][C:27]2[S:28][CH:29]=[CH:30][N:31]=2)[CH:21]=[CH:3][N:4]=1, predict the reactants needed to synthesize it. The reactants are: BrC1[CH:3]=[N:4]C=C(Cl)C=1C=O.S1C=CN=C1S.[Cl:17][C:18]1C=N[CH:21]=[C:22]([S:26][C:27]2[S:28][CH:29]=[CH:30][N:31]=2)[C:23]=1[CH:24]=[O:25]. (5) Given the product [ClH:29].[ClH:29].[CH3:26][N:24]([CH3:25])[CH2:23][CH2:22][CH2:21][NH:20][C:19](=[O:27])[CH2:18][CH2:17][CH2:16][CH2:15][CH2:14][CH2:13][CH2:12][CH2:11][CH2:10][CH2:9][CH2:8][NH2:7], predict the reactants needed to synthesize it. The reactants are: C(OC(=O)[NH:7][CH2:8][CH2:9][CH2:10][CH2:11][CH2:12][CH2:13][CH2:14][CH2:15][CH2:16][CH2:17][CH2:18][C:19](=[O:27])[NH:20][CH2:21][CH2:22][CH2:23][N:24]([CH3:26])[CH3:25])(C)(C)C.[ClH:29]. (6) Given the product [N:1]([CH2:4][C:5]1([O:13][CH3:16])[CH2:10][CH2:9][CH2:8][C:7]([CH3:11])([CH3:12])[CH2:6]1)=[N+:2]=[N-:3], predict the reactants needed to synthesize it. The reactants are: [N:1]([CH2:4][C:5]1([OH:13])[CH2:10][CH2:9][CH2:8][C:7]([CH3:12])([CH3:11])[CH2:6]1)=[N+:2]=[N-:3].[H-].[Na+].[CH3:16]I. (7) Given the product [CH:28]1[C:29]2[C:35]([CH:34]=[CH:33][CH:32]=[CH:31][CH:30]=2)=[CH:36][C:27]=1[CH2:26][C:16]1[C:17]2[C:22](=[CH:21][CH:20]=[CH:19][CH:18]=2)[C:23]([O:24][CH3:25])=[C:14]([C@@H:3]2[O:11][C@H:10]([CH2:12][OH:13])[C@@H:8]([OH:9])[C@H:6]([OH:7])[C@H:4]2[OH:5])[CH:15]=1, predict the reactants needed to synthesize it. The reactants are: [OH-].[Na+].[C@@H:3]1([C:14]2[CH:15]=[C:16]([CH2:26][C:27]3[CH:36]=[C:35]4[C:29](=[CH:30][CH:31]=[CH:32][CH:33]=[CH:34]4)[C:28]=3C(OC)=O)[C:17]3[C:22]([C:23]=2[O:24][CH3:25])=[CH:21][CH:20]=[CH:19][CH:18]=3)[O:11][C@H:10]([CH2:12][OH:13])[C@@H:8]([OH:9])[C@H:6]([OH:7])[C@H:4]1[OH:5].Cl.